This data is from Forward reaction prediction with 1.9M reactions from USPTO patents (1976-2016). The task is: Predict the product of the given reaction. (1) The product is: [Cl:1][C:2]1[CH:3]=[CH:4][C:5]2[C:10](=[O:11])[N:9]([CH2:12][C:13]([NH:25][C@H:23]([C:20]3[CH:21]=[CH:22][C:17]([CH3:26])=[CH:18][CH:19]=3)[CH3:24])=[O:15])[N:8]=[N:7][C:6]=2[CH:16]=1. Given the reactants [Cl:1][C:2]1[CH:3]=[CH:4][C:5]2[C:10](=[O:11])[N:9]([CH2:12][C:13]([OH:15])=O)[N:8]=[N:7][C:6]=2[CH:16]=1.[C:17]1([CH3:26])[CH:22]=[CH:21][C:20]([C@@H:23]([NH2:25])[CH3:24])=[CH:19][CH:18]=1, predict the reaction product. (2) Given the reactants [OH:1][C:2]1[CH:3]=[C:4]([C:12]([O:14][CH3:15])=[O:13])[CH:5]=[C:6]([CH:11]=1)[C:7]([O:9][CH3:10])=[O:8].C(=O)([O-])[O-].[Cs+].[Cs+].I[CH2:23][CH2:24][CH2:25][CH3:26], predict the reaction product. The product is: [CH2:23]([O:1][C:2]1[CH:11]=[C:6]([C:7]([O:9][CH3:10])=[O:8])[CH:5]=[C:4]([CH:3]=1)[C:12]([O:14][CH3:15])=[O:13])[CH2:24][CH2:25][CH3:26]. (3) The product is: [CH2:1]([O:8][C:9]([CH3:17])([C:13]([F:16])([F:15])[F:14])[C:10]([NH:52][NH:51][C:53]([C:55]1[C:60]([NH:61][C:62](=[O:68])[O:63][C:64]([CH3:67])([CH3:66])[CH3:65])=[CH:59][C:58]([C:69]([F:70])([F:71])[F:72])=[C:57]([O:73][CH3:74])[N:56]=1)=[O:54])=[O:12])[C:2]1[CH:3]=[CH:4][CH:5]=[CH:6][CH:7]=1. Given the reactants [CH2:1]([O:8][C:9]([CH3:17])([C:13]([F:16])([F:15])[F:14])[C:10]([OH:12])=O)[C:2]1[CH:7]=[CH:6][CH:5]=[CH:4][CH:3]=1.CN(C(ON1N=NC2C=CC=NC1=2)=[N+](C)C)C.F[P-](F)(F)(F)(F)F.CCN(C(C)C)C(C)C.[NH:51]([C:53]([C:55]1[C:60]([NH:61][C:62](=[O:68])[O:63][C:64]([CH3:67])([CH3:66])[CH3:65])=[CH:59][C:58]([C:69]([F:72])([F:71])[F:70])=[C:57]([O:73][CH3:74])[N:56]=1)=[O:54])[NH2:52], predict the reaction product. (4) The product is: [CH3:24][O:25][C:26](=[O:32])[C@H:27]([NH:28][C:3]([C:5]1[CH:10]=[N:9][C:8]([N:19]2[CH2:23][CH2:22][CH2:21][CH2:20]2)=[C:7]([C:12]2[CH:13]=[CH:14][C:15]([F:18])=[CH:16][CH:17]=2)[N:6]=1)=[O:4])[CH:29]([CH3:31])[CH3:30]. Given the reactants CO[C:3]([C:5]1[CH:10]=[N:9][C:8](Br)=[C:7]([C:12]2[CH:17]=[CH:16][C:15]([F:18])=[CH:14][CH:13]=2)[N:6]=1)=[O:4].[NH:19]1[CH2:23][CH2:22][CH2:21][CH2:20]1.[CH3:24][O:25][C:26](=[O:32])[C@@H:27]([CH:29]([CH3:31])[CH3:30])[NH2:28], predict the reaction product. (5) Given the reactants [CH3:1][O:2][C:3](=[O:16])[C:4]1[CH:12]=[C:11]([N+:13]([O-:15])=[O:14])[CH:10]=[C:6]([C:7](O)=[O:8])[CH:5]=1.C(Cl)(C(Cl)=O)=O.[NH3:23], predict the reaction product. The product is: [CH3:1][O:2][C:3](=[O:16])[C:4]1[CH:12]=[C:11]([N+:13]([O-:15])=[O:14])[CH:10]=[C:6]([C:7]([NH2:23])=[O:8])[CH:5]=1. (6) Given the reactants [NH2:1][C:2]1([CH2:6][O:7][C:8]2[CH:13]=[CH:12][C:11]([C:14]3[CH:15]=[CH:16][C:17]4[N:18]([C:20]([C:24]5[CH:25]=[C:26]([C:31]([F:34])([F:33])[F:32])[C:27]([NH2:30])=[N:28][CH:29]=5)=[C:21]([CH3:23])[N:22]=4)[N:19]=3)=[CH:10][CH:9]=2)[CH2:5][O:4][CH2:3]1.C(N(CC)CC)C.[CH:42]1([C:45](Cl)=[O:46])[CH2:44][CH2:43]1, predict the reaction product. The product is: [NH2:30][C:27]1[N:28]=[CH:29][C:24]([C:20]2[N:18]3[N:19]=[C:14]([C:11]4[CH:12]=[CH:13][C:8]([O:7][CH2:6][C:2]5([NH:1][C:45]([CH:42]6[CH2:44][CH2:43]6)=[O:46])[CH2:5][O:4][CH2:3]5)=[CH:9][CH:10]=4)[CH:15]=[CH:16][C:17]3=[N:22][C:21]=2[CH3:23])=[CH:25][C:26]=1[C:31]([F:32])([F:33])[F:34]. (7) Given the reactants [Cl:1][C:2]1[CH:18]=[CH:17][C:5]2[N:6]([CH:11]3[CH2:16][CH2:15][O:14][CH2:13][CH2:12]3)[C:7]([CH2:9]Cl)=[N:8][C:4]=2[CH:3]=1.[CH3:19][S:20]([C:23]1[C:31]2[C:26](=[CH:27][CH:28]=[CH:29][CH:30]=2)[NH:25][N:24]=1)(=[O:22])=[O:21].CS(C1C2C(=CN=CC=2)NN=1)(=O)=O, predict the reaction product. The product is: [Cl:1][C:2]1[CH:18]=[CH:17][C:5]2[N:6]([CH:11]3[CH2:16][CH2:15][O:14][CH2:13][CH2:12]3)[C:7]([CH2:9][N:25]3[C:26]4[C:31](=[CH:30][CH:29]=[CH:28][CH:27]=4)[C:23]([S:20]([CH3:19])(=[O:21])=[O:22])=[N:24]3)=[N:8][C:4]=2[CH:3]=1. (8) Given the reactants [N+:1]([C:4]1[C:5]([NH:13][C@H:14]2[CH2:19][CH2:18][C@H:17]([CH2:20][OH:21])[CH2:16][CH2:15]2)=[C:6]2[S:12][CH:11]=[CH:10][C:7]2=[N:8][CH:9]=1)([O-])=O, predict the reaction product. The product is: [NH2:1][C:4]1[C:5]([NH:13][C@H:14]2[CH2:15][CH2:16][C@H:17]([CH2:20][OH:21])[CH2:18][CH2:19]2)=[C:6]2[S:12][CH:11]=[CH:10][C:7]2=[N:8][CH:9]=1.